This data is from Catalyst prediction with 721,799 reactions and 888 catalyst types from USPTO. The task is: Predict which catalyst facilitates the given reaction. (1) Reactant: [C:1]([N:8]([CH2:16][C:17]1[CH:22]=[CH:21][C:20]([CH2:23][C:24]([O:26]C)=[O:25])=[CH:19][CH:18]=1)[CH2:9][C:10]1[CH:15]=[CH:14][CH:13]=[CH:12][N:11]=1)([O:3][C:4]([CH3:7])([CH3:6])[CH3:5])=[O:2].[OH-].[Na+]. Product: [C:1]([N:8]([CH2:16][C:17]1[CH:18]=[CH:19][C:20]([CH2:23][C:24]([OH:26])=[O:25])=[CH:21][CH:22]=1)[CH2:9][C:10]1[CH:15]=[CH:14][CH:13]=[CH:12][N:11]=1)([O:3][C:4]([CH3:7])([CH3:6])[CH3:5])=[O:2]. The catalyst class is: 36. (2) Reactant: [Br:1][C:2]1(Br)[CH:11]([CH3:12])[CH2:10][C:9]2[C:4](=[CH:5][CH:6]=[C:7]([CH3:13])[CH:8]=2)[C:3]1=[O:14].N1(C2CCCCCCCCCC2)CCCN=CCCCCC1. Product: [Br:1][C:2]1[C:11]([CH3:12])=[CH:10][C:9]2[C:4](=[CH:5][CH:6]=[C:7]([CH3:13])[CH:8]=2)[C:3]=1[OH:14]. The catalyst class is: 23. (3) Reactant: [Br:1][C:2]1[S:3][C:4](Br)=[CH:5][CH:6]=1.[CH3:8][C:9]1[NH:10][CH:11]=[CH:12][N:13]=1.N1CCC[C@H]1C(O)=O.C([O-])([O-])=O.[K+].[K+]. Product: [Br:1][C:2]1[S:3][C:4]([N:10]2[CH:11]=[CH:12][N:13]=[C:9]2[CH3:8])=[CH:5][CH:6]=1. The catalyst class is: 156. (4) The catalyst class is: 62. Product: [N:20]1([CH2:19][CH2:18][NH:17][C:13]2[N:12]=[C:11]3[N:10]([CH2:26][O:27][CH2:28][CH2:29][Si:30]([CH3:33])([CH3:32])[CH3:31])[N:9]=[C:8]([C:4]4[CH:5]=[CH:6][CH:7]=[C:2]([NH:42][CH2:41][C:36]5[CH:37]=[CH:38][S:34][CH:35]=5)[CH:3]=4)[C:16]3=[CH:15][N:14]=2)[CH2:25][CH2:24][O:23][CH2:22][CH2:21]1. Reactant: Br[C:2]1[CH:3]=[C:4]([C:8]2[C:16]3[C:11](=[N:12][C:13]([NH:17][CH2:18][CH2:19][N:20]4[CH2:25][CH2:24][O:23][CH2:22][CH2:21]4)=[N:14][CH:15]=3)[N:10]([CH2:26][O:27][CH2:28][CH2:29][Si:30]([CH3:33])([CH3:32])[CH3:31])[N:9]=2)[CH:5]=[CH:6][CH:7]=1.[S:34]1[CH:38]=[CH:37][C:36](NC)=[CH:35]1.[CH3:41][N:42](C1C(C2C(P(C3CCCCC3)C3CCCCC3)=CC=CC=2)=CC=CC=1)C.C(O[Na])(C)(C)C. (5) Reactant: [CH2:1]([O:3][C:4]([C:6]1[CH2:10][CH2:9][CH2:8][C:7]=1[NH:11][CH2:12][CH2:13][C:14]([CH3:17])([CH3:16])[CH3:15])=[O:5])[CH3:2].B.N1C=CC=CC=1.C(OC([C@@H]1CCC[C@H]1NCCC(C)(C)C)=O)C. Product: [CH2:1]([O:3][C:4]([C@@H:6]1[CH2:10][CH2:9][CH2:8][C@@H:7]1[NH:11][CH2:12][CH2:13][C:14]([CH3:15])([CH3:17])[CH3:16])=[O:5])[CH3:2]. The catalyst class is: 15. (6) Reactant: [CH:1]1([NH2:6])[CH2:5][CH2:4][CH2:3][CH2:2]1.[CH3:7][C:8]([CH3:10])=O. Product: [CH:8]([NH:6][CH:1]1[CH2:5][CH2:4][CH2:3][CH2:2]1)([CH3:10])[CH3:7]. The catalyst class is: 723.